The task is: Binary Classification. Given a drug SMILES string, predict its activity (active/inactive) in a high-throughput screening assay against a specified biological target.. This data is from Choline transporter screen with 302,306 compounds. (1) The drug is Brc1cc(C(=O)Nc2ccc(CN3CCOCC3)cc2)c(Cl)cc1. The result is 0 (inactive). (2) The drug is O(C(=O)C1=C(N\C(C1=O)=C/Nc1ccc(OC)cc1)C)CC. The result is 0 (inactive). (3) The molecule is Clc1ccc(c2n(CCOC)c(SCC(=O)NCCc3cc(OC)c(OC)cc3)nc2)cc1. The result is 0 (inactive). (4) The compound is o1nc(C(=O)N(Cc2n(ccn2)C)C)cc1COc1cc(OC)ccc1. The result is 0 (inactive). (5) The molecule is O=C(Nc1ccc(n2c(ccc2C)C)cc1)C. The result is 0 (inactive). (6) The drug is O(C(=O)C1CCN(CC1)c1nc2c(nc1C(C(OC(COC)C)=O)C#N)cccc2)CC. The result is 0 (inactive). (7) The drug is S(=O)(=O)(N1CCCC1)c1cc2c(n(CCC(=O)NCC(c3ccccc3)C)cc2)cc1. The result is 0 (inactive). (8) The molecule is O(CCCN1C(=O)c2c(C1=O)cccc2)c1cc2oc(=O)cc(c2cc1)C. The result is 0 (inactive). (9) The compound is OC12C(N(C(C1)C(OC)=O)CC(c1ccccc1)c1ccccc1)CC(O)C(O)C2O. The result is 0 (inactive).